From a dataset of Catalyst prediction with 721,799 reactions and 888 catalyst types from USPTO. Predict which catalyst facilitates the given reaction. (1) Reactant: Br[C:2]1[CH:3]=[CH:4][C:5]([N+:8]([O-:10])=[O:9])=[N:6][CH:7]=1.[NH:11]1[CH2:16][CH2:15][NH:14][CH2:13][C:12]1=[O:17].CCN(C(C)C)C(C)C. Product: [N+:8]([C:5]1[N:6]=[CH:7][C:2]([N:14]2[CH2:15][CH2:16][NH:11][C:12](=[O:17])[CH2:13]2)=[CH:3][CH:4]=1)([O-:10])=[O:9]. The catalyst class is: 16. (2) Reactant: C(Cl)(=O)C(Cl)=O.CS(C)=O.[CH2:11]([N:18]1[CH2:23][CH2:22][CH:21]([C:24]2[CH:29]=[CH:28][CH:27]=[CH:26][C:25]=2[O:30][CH3:31])[CH:20]([OH:32])[CH2:19]1)[C:12]1[CH:17]=[CH:16][CH:15]=[CH:14][CH:13]=1.C(N(CC)CC)C. Product: [CH2:11]([N:18]1[CH2:23][CH2:22][CH:21]([C:24]2[CH:29]=[CH:28][CH:27]=[CH:26][C:25]=2[O:30][CH3:31])[C:20](=[O:32])[CH2:19]1)[C:12]1[CH:13]=[CH:14][CH:15]=[CH:16][CH:17]=1. The catalyst class is: 34. (3) Reactant: Cl[C:2]1[C:3]2[N:10]([CH2:11][CH2:12][CH2:13][Cl:14])[CH:9]=[CH:8][C:4]=2[N:5]=[CH:6][N:7]=1.[Cl:15][C:16]1[CH:17]=[C:18]([CH:20]=[CH:21][C:22]=1[O:23][C:24]1[CH:29]=[CH:28][CH:27]=[C:26]([C:30]([F:33])([F:32])[F:31])[CH:25]=1)[NH2:19]. Product: [Cl:14][CH2:13][CH2:12][CH2:11][N:10]1[C:3]2[C:2]([NH:19][C:18]3[CH:20]=[CH:21][C:22]([O:23][C:24]4[CH:29]=[CH:28][CH:27]=[C:26]([C:30]([F:31])([F:32])[F:33])[CH:25]=4)=[C:16]([Cl:15])[CH:17]=3)=[N:7][CH:6]=[N:5][C:4]=2[CH:8]=[CH:9]1. The catalyst class is: 32.